Dataset: Peptide-MHC class II binding affinity with 134,281 pairs from IEDB. Task: Regression. Given a peptide amino acid sequence and an MHC pseudo amino acid sequence, predict their binding affinity value. This is MHC class II binding data. (1) The peptide sequence is EKKYFAATQFEWLAA. The MHC is DRB1_1001 with pseudo-sequence DRB1_1001. The binding affinity (normalized) is 0.738. (2) The peptide sequence is RNFFSPQIITTDNTF. The MHC is DRB1_0101 with pseudo-sequence DRB1_0101. The binding affinity (normalized) is 0.563. (3) The peptide sequence is NPLIRHENRMVLAST. The MHC is DRB4_0101 with pseudo-sequence DRB4_0103. The binding affinity (normalized) is 0.396.